This data is from Reaction yield outcomes from USPTO patents with 853,638 reactions. The task is: Predict the reaction yield, written as a fraction of the theoretical maximum amount of product (1.0 means a 100% yield; for example, 0.34 means a 34% yield). (1) The yield is 0.820. The product is [C:1]12([NH:11][CH2:17][C:16]3[CH:19]=[CH:20][C:13]([F:12])=[CH:14][CH:15]=3)[CH2:8][CH:7]3[CH2:6][CH:5]([CH2:4][CH:3]([CH2:9]3)[CH2:2]1)[CH2:10]2. The reactants are [C:1]12([NH2:11])[CH2:10][CH:5]3[CH2:6][CH:7]([CH2:9][CH:3]([CH2:4]3)[CH2:2]1)[CH2:8]2.[F:12][C:13]1[CH:20]=[CH:19][C:16]([CH:17]=O)=[CH:15][CH:14]=1. No catalyst specified. (2) The reactants are [CH:1]1([CH2:4][O:5][C:6]2[N:11]=[C:10]([C:12]([OH:14])=O)[CH:9]=[CH:8][C:7]=2[C:15]2([OH:19])[CH2:18][CH2:17][CH2:16]2)[CH2:3][CH2:2]1.Cl.[F:21][C:22]1([F:30])[CH2:26][NH:25][C@H:24]([C:27]([NH2:29])=[O:28])[CH2:23]1. No catalyst specified. The product is [CH:1]1([CH2:4][O:5][C:6]2[N:11]=[C:10]([C:12]([N:25]3[CH2:26][C:22]([F:30])([F:21])[CH2:23][C@H:24]3[C:27]([NH2:29])=[O:28])=[O:14])[CH:9]=[CH:8][C:7]=2[C:15]2([OH:19])[CH2:18][CH2:17][CH2:16]2)[CH2:2][CH2:3]1. The yield is 0.210. (3) The reactants are [Cl:1][C:2]1[N:7]=[C:6](Cl)[C:5]([Cl:9])=[CH:4][N:3]=1.[N:10]1([C:16]([O:18][C:19]([CH3:22])([CH3:21])[CH3:20])=[O:17])[CH2:15][CH2:14][NH:13][CH2:12][CH2:11]1.CCN(C(C)C)C(C)C. The catalyst is CN(C=O)C.O. The product is [Cl:1][C:2]1[N:7]=[C:6]([N:13]2[CH2:12][CH2:11][N:10]([C:16]([O:18][C:19]([CH3:22])([CH3:21])[CH3:20])=[O:17])[CH2:15][CH2:14]2)[C:5]([Cl:9])=[CH:4][N:3]=1. The yield is 0.510. (4) The yield is 0.849. The product is [N:8]1([C:6]2[N:7]=[C:2]([C:34]3[C:33]([C:40]([F:43])([F:42])[F:41])=[CH:32][C:31]([NH2:30])=[N:36][CH:35]=3)[CH:3]=[C:4]([N:14]3[CH2:19][CH2:18][O:17][CH2:16][CH2:15]3)[N:5]=2)[CH2:13][CH2:12][O:11][CH2:10][CH2:9]1. The catalyst is COCCOC. The reactants are Cl[C:2]1[N:7]=[C:6]([N:8]2[CH2:13][CH2:12][O:11][CH2:10][CH2:9]2)[N:5]=[C:4]([N:14]2[CH2:19][CH2:18][O:17][CH2:16][CH2:15]2)[CH:3]=1.C([O-])([O-])=O.[K+].[K+].O.C([NH:30][C:31]1[N:36]=[CH:35][C:34](B(O)O)=[C:33]([C:40]([F:43])([F:42])[F:41])[CH:32]=1)(=O)C. (5) The reactants are Br[CH2:2][C:3]([C:5]1[CH:6]=[CH:7][C:8]2[C:17]3[CH:16]=[C:15]4[CH2:18][CH2:19][CH2:20][C:21](=[O:22])[C:14]4=[CH:13][C:12]=3[O:11][CH2:10][C:9]=2[CH:23]=1)=[O:4].[C:24]([O:28][C:29]([N:31]1[CH2:35][C@@H:34]([CH2:36][O:37][CH3:38])[CH2:33][C@H:32]1[C:39]([OH:41])=[O:40])=[O:30])([CH3:27])([CH3:26])[CH3:25].C([O-])([O-])=O.[Cs+].[Cs+]. The catalyst is C(Cl)Cl. The product is [CH3:38][O:37][CH2:36][C@@H:34]1[CH2:35][N:31]([C:29]([O:28][C:24]([CH3:27])([CH3:25])[CH3:26])=[O:30])[CH:32]([C:39]([O:41][CH2:2][C:3](=[O:4])[C:5]2[CH:6]=[CH:7][C:8]3[C:17]4[CH:16]=[C:15]5[CH2:18][CH2:19][CH2:20][C:21](=[O:22])[C:14]5=[CH:13][C:12]=4[O:11][CH2:10][C:9]=3[CH:23]=2)=[O:40])[CH2:33]1. The yield is 0.700. (6) The reactants are [CH2:1]([C@@H:8]1[NH:13][CH2:12][CH2:11][N:10]([C:14]2[CH:19]=[CH:18][C:17]([O:20][CH3:21])=[C:16]([O:22][CH:23]3[CH2:27][CH2:26][CH2:25][CH2:24]3)[CH:15]=2)[CH2:9]1)[C:2]1[CH:7]=[CH:6][CH:5]=[CH:4][CH:3]=1.[CH2:28]([N:30]=[C:31]=[O:32])[CH3:29]. The catalyst is C(Cl)Cl. The product is [CH2:28]([NH:30][C:31]([N:13]1[CH2:12][CH2:11][N:10]([C:14]2[CH:19]=[CH:18][C:17]([O:20][CH3:21])=[C:16]([O:22][CH:23]3[CH2:27][CH2:26][CH2:25][CH2:24]3)[CH:15]=2)[CH2:9][C@@H:8]1[CH2:1][C:2]1[CH:3]=[CH:4][CH:5]=[CH:6][CH:7]=1)=[O:32])[CH3:29]. The yield is 0.690.